This data is from Catalyst prediction with 721,799 reactions and 888 catalyst types from USPTO. The task is: Predict which catalyst facilitates the given reaction. (1) Reactant: C(O[C:5](=[O:7])[CH3:6])(=O)C.[NH:8]1[C:17]2[C:12](=[CH:13][CH:14]=[CH:15][CH:16]=2)[CH2:11][CH2:10][CH2:9]1. Product: [N:8]1([C:5](=[O:7])[CH3:6])[C:17]2[C:12](=[CH:13][CH:14]=[CH:15][CH:16]=2)[CH2:11][CH2:10][CH2:9]1. The catalyst class is: 4. (2) Reactant: [C:1]1([C:7]2[O:11][N:10]=[C:9]([NH2:12])[CH:8]=2)[CH:6]=[CH:5][CH:4]=[CH:3][CH:2]=1.Br[C:14]1[C:15](=[O:22])[N:16]([CH3:21])[CH:17]=[C:18]([Br:20])[CH:19]=1.CC1(C)C2C(=C(P(C3C=CC=CC=3)C3C=CC=CC=3)C=CC=2)OC2C(P(C3C=CC=CC=3)C3C=CC=CC=3)=CC=CC1=2.C(=O)([O-])[O-].[Cs+].[Cs+]. Product: [Br:20][C:18]1[CH:19]=[C:14]([NH:12][C:9]2[CH:8]=[C:7]([C:1]3[CH:2]=[CH:3][CH:4]=[CH:5][CH:6]=3)[O:11][N:10]=2)[C:15](=[O:22])[N:16]([CH3:21])[CH:17]=1. The catalyst class is: 102.